This data is from Reaction yield outcomes from USPTO patents with 853,638 reactions. The task is: Predict the reaction yield, written as a fraction of the theoretical maximum amount of product (1.0 means a 100% yield; for example, 0.34 means a 34% yield). The reactants are [CH3:1][O-].[Na+].[C:4]([O:8]CC)(=O)[CH2:5][CH3:6].C(OC)=O.Cl.[NH2:16][C:17]([NH2:19])=[NH:18].Cl. The catalyst is CN(C=O)C.CO. The product is [CH3:1][C:5]1[C:4](=[O:8])[NH:16][C:17]([NH2:19])=[N:18][CH:6]=1. The yield is 0.584.